This data is from NCI-60 drug combinations with 297,098 pairs across 59 cell lines. The task is: Regression. Given two drug SMILES strings and cell line genomic features, predict the synergy score measuring deviation from expected non-interaction effect. (1) Drug 1: CC1=C(C(=O)C2=C(C1=O)N3CC4C(C3(C2COC(=O)N)OC)N4)N. Drug 2: COCCOC1=C(C=C2C(=C1)C(=NC=N2)NC3=CC=CC(=C3)C#C)OCCOC.Cl. Cell line: ACHN. Synergy scores: CSS=43.2, Synergy_ZIP=-1.70, Synergy_Bliss=-0.988, Synergy_Loewe=-0.828, Synergy_HSA=2.33. (2) Drug 1: CCCS(=O)(=O)NC1=C(C(=C(C=C1)F)C(=O)C2=CNC3=C2C=C(C=N3)C4=CC=C(C=C4)Cl)F. Drug 2: C1=NC2=C(N1)C(=S)N=CN2. Cell line: TK-10. Synergy scores: CSS=7.52, Synergy_ZIP=-14.1, Synergy_Bliss=-27.2, Synergy_Loewe=-42.4, Synergy_HSA=-26.5. (3) Drug 1: C1=CC(=CC=C1C#N)C(C2=CC=C(C=C2)C#N)N3C=NC=N3. Drug 2: CS(=O)(=O)CCNCC1=CC=C(O1)C2=CC3=C(C=C2)N=CN=C3NC4=CC(=C(C=C4)OCC5=CC(=CC=C5)F)Cl. Cell line: U251. Synergy scores: CSS=0.752, Synergy_ZIP=-2.20, Synergy_Bliss=-5.82, Synergy_Loewe=-4.45, Synergy_HSA=-5.25. (4) Drug 1: C1=NC2=C(N=C(N=C2N1C3C(C(C(O3)CO)O)O)F)N. Drug 2: CC1=C(C(=O)C2=C(C1=O)N3CC4C(C3(C2COC(=O)N)OC)N4)N. Cell line: U251. Synergy scores: CSS=39.8, Synergy_ZIP=2.42, Synergy_Bliss=1.95, Synergy_Loewe=-21.7, Synergy_HSA=1.10. (5) Drug 1: CN1C(=O)N2C=NC(=C2N=N1)C(=O)N. Drug 2: CC1=C(C=C(C=C1)NC(=O)C2=CC=C(C=C2)CN3CCN(CC3)C)NC4=NC=CC(=N4)C5=CN=CC=C5. Cell line: NCI-H226. Synergy scores: CSS=-3.00, Synergy_ZIP=0.345, Synergy_Bliss=-2.29, Synergy_Loewe=-8.70, Synergy_HSA=-3.88.